This data is from Full USPTO retrosynthesis dataset with 1.9M reactions from patents (1976-2016). The task is: Predict the reactants needed to synthesize the given product. (1) Given the product [Cl:8][CH2:7][C:6]([O:5][CH:3]1[C:35]([O:39][CH:40]([O:42][CH2:43][CH3:44])[CH3:41])([CH3:34])[CH2:36][CH2:37][CH:25]([O:24][CH:22]([O:21][CH2:19][CH3:20])[CH3:23])[CH2:26][C:27]([O:29][CH:30](/[C:47](/[CH3:68])=[CH:48]/[CH:49]=[CH:50]/[CH:51]([CH3:67])[CH2:52][CH:53]2[O:66][CH:54]2[CH:55]([CH3:65])[CH:56]([O:59][CH:60]([O:62][CH2:63][CH3:64])[CH3:61])[CH2:57][CH3:58])[CH:31]([CH3:46])[CH:32]=[CH:2]1)=[O:28])=[O:9], predict the reactants needed to synthesize it. The reactants are: Cl[CH2:2][C:3]([O:5][C:6](=[O:9])[CH2:7][Cl:8])=O.CN(C1C=CC=CN=1)C.[CH2:19]([O:21][CH:22]([O:24][CH:25]1[CH2:37][CH2:36][C:35]([O:39][CH:40]([O:42][CH2:43][CH3:44])[CH3:41])(C)[CH:34](O)C=[CH:32][CH:31]([CH3:46])[CH:30](/[C:47](/[CH3:68])=[CH:48]/[CH:49]=[CH:50]/[CH:51]([CH3:67])[CH2:52][CH:53]2[O:66][CH:54]2[CH:55]([CH3:65])[CH:56]([O:59][CH:60]([O:62][CH2:63][CH3:64])[CH3:61])[CH2:57][CH3:58])[O:29][C:27](=[O:28])[CH2:26]1)[CH3:23])[CH3:20].C(N(CC)CC)C. (2) The reactants are: Br[C:2]1[C:7]([F:8])=[CH:6][C:5]([N:9]2[C:18]3[C:13](=[CH:14][C:15]([S:19]([O:22][C:23]4[C:28]([F:29])=[C:27]([F:30])[C:26]([F:31])=[C:25]([F:32])[C:24]=4[F:33])(=[O:21])=[O:20])=[CH:16][CH:17]=3)[CH:12]=[CH:11][C:10]2=[O:34])=[C:4]([O:35][CH3:36])[CH:3]=1.[Cl:37][C:38]1[CH:39]=[C:40](B(O)O)[CH:41]=[C:42]([F:44])[CH:43]=1.C(=O)([O-])[O-].[K+].[K+]. Given the product [Cl:37][C:38]1[CH:39]=[C:40]([C:2]2[CH:3]=[C:4]([O:35][CH3:36])[C:5]([N:9]3[C:18]4[C:13](=[CH:14][C:15]([S:19]([O:22][C:23]5[C:24]([F:33])=[C:25]([F:32])[C:26]([F:31])=[C:27]([F:30])[C:28]=5[F:29])(=[O:21])=[O:20])=[CH:16][CH:17]=4)[CH:12]=[CH:11][C:10]3=[O:34])=[CH:6][C:7]=2[F:8])[CH:41]=[C:42]([F:44])[CH:43]=1, predict the reactants needed to synthesize it. (3) Given the product [CH3:12][C:10]1[C:9]2[C:4](=[CH:5][CH:6]=[CH:7][CH:8]=2)[N:3]=[C:2]([NH:13][C@@H:14]2[CH2:19][CH2:18][C@H:17]([C:20]([OH:22])=[O:21])[CH2:16][CH2:15]2)[CH:11]=1, predict the reactants needed to synthesize it. The reactants are: Cl[C:2]1[CH:11]=[C:10]([CH3:12])[C:9]2[C:4](=[CH:5][CH:6]=[CH:7][CH:8]=2)[N:3]=1.[NH2:13][CH:14]1[CH2:19][CH2:18][CH:17]([C:20]([OH:22])=[O:21])[CH2:16][CH2:15]1.CC([O-])(C)C.[Na+].CO. (4) Given the product [CH2:35]([O:37][C:38](=[O:46])[C:39]1[CH:44]=[CH:43][C:42]([O:14][CH2:13][C:11]2[CH:10]=[CH:9][C:6]3[O:7][CH2:8][C:2]([CH3:15])([CH3:1])[CH2:3][O:4][C:5]=3[CH:12]=2)=[CH:41][CH:40]=1)[CH3:36], predict the reactants needed to synthesize it. The reactants are: [CH3:1][C:2]1([CH3:15])[CH2:8][O:7][C:6]2[CH:9]=[CH:10][C:11]([CH2:13][OH:14])=[CH:12][C:5]=2[O:4][CH2:3]1.C1C=CC(P(C2C=CC=CC=2)C2C=CC=CC=2)=CC=1.[CH2:35]([O:37][C:38](=[O:46])[C:39]1[CH:44]=[CH:43][C:42](O)=[CH:41][CH:40]=1)[CH3:36].CC(OC(/N=N/C(OC(C)(C)C)=O)=O)(C)C. (5) Given the product [C:1]([O:5][C@@H:6]([C:12]1[C:13]([CH3:34])=[N:14][C:15]([CH3:33])=[C:16]([C:26]2[CH:31]=[CH:30][C:29]([O:32][CH2:42][CH2:41][C:39]3[N:40]=[C:36]([CH3:35])[S:37][CH:38]=3)=[CH:28][CH:27]=2)[C:17]=1[N:18]1[CH2:23][CH2:22][C:21]([CH3:25])([CH3:24])[CH2:20][CH2:19]1)[C:7]([OH:9])=[O:8])([CH3:3])([CH3:2])[CH3:4], predict the reactants needed to synthesize it. The reactants are: [C:1]([O:5][C@@H:6]([C:12]1[C:13]([CH3:34])=[N:14][C:15]([CH3:33])=[C:16]([C:26]2[CH:31]=[CH:30][C:29]([OH:32])=[CH:28][CH:27]=2)[C:17]=1[N:18]1[CH2:23][CH2:22][C:21]([CH3:25])([CH3:24])[CH2:20][CH2:19]1)[C:7]([O:9]CC)=[O:8])([CH3:4])([CH3:3])[CH3:2].[CH3:35][C:36]1[S:37][CH:38]=[C:39]([CH2:41][CH2:42]O)[N:40]=1.C1C=CC(P(C2C=CC=CC=2)C2C=CC=CC=2)=CC=1.CCOC(/N=N/C(OCC)=O)=O.[OH-].[Na+]. (6) Given the product [CH:25]([N:28]([CH2:22][C:17]1[CH:16]=[C:15]2[C:20]([CH:21]=[C:12]([C:10]3[N:11]=[C:7]([C:4]4[CH:5]=[CH:6][N:1]=[CH:2][CH:3]=4)[S:8][CH:9]=3)[C:13](=[O:24])[NH:14]2)=[CH:19][CH:18]=1)[CH3:29])([CH3:27])[CH3:26], predict the reactants needed to synthesize it. The reactants are: [N:1]1[CH:6]=[CH:5][C:4]([C:7]2[S:8][CH:9]=[C:10]([C:12]3[C:13](=[O:24])[NH:14][C:15]4[C:20]([CH:21]=3)=[CH:19][CH:18]=[C:17]([CH:22]=O)[CH:16]=4)[N:11]=2)=[CH:3][CH:2]=1.[CH:25]([NH:28][CH3:29])([CH3:27])[CH3:26].